Task: Predict the reactants needed to synthesize the given product.. Dataset: Full USPTO retrosynthesis dataset with 1.9M reactions from patents (1976-2016) (1) The reactants are: [C:1]([C:3]1[CH:8]=[CH:7][C:6]([N:9]2[CH:13]([CH:14]3[CH2:18][CH2:17][CH2:16][CH2:15]3)[CH:12]3[CH2:19][O:20][C:21]4[CH:22]=[C:23]([C:27]([OH:29])=[O:28])[CH:24]=[CH:25][C:26]=4[C:11]3=[N:10]2)=[CH:5][C:4]=1[CH3:30])#[N:2].CO.C(=O)=O. Given the product [C:1]([C:3]1[CH:8]=[CH:7][C:6]([N:9]2[C@H:13]([CH:14]3[CH2:15][CH2:16][CH2:17][CH2:18]3)[C@@H:12]3[CH2:19][O:20][C:21]4[CH:22]=[C:23]([C:27]([OH:29])=[O:28])[CH:24]=[CH:25][C:26]=4[C:11]3=[N:10]2)=[CH:5][C:4]=1[CH3:30])#[N:2], predict the reactants needed to synthesize it. (2) Given the product [Br:1][C:2]1[S:6][C:5]2=[N:7][CH:8]=[C:9]([S:13]([OH:15])(=[O:14])=[O:12])[N:4]2[N:3]=1, predict the reactants needed to synthesize it. The reactants are: [Br:1][C:2]1[S:6][C:5]2=[N:7][CH:8]=[CH:9][N:4]2[N:3]=1.[Cl-].[Na+].[OH:12][S:13](O)(=[O:15])=[O:14].O=S(=O)=O. (3) Given the product [Cl:28][C:24]1[CH:25]=[CH:26][CH:27]=[C:22]([Cl:21])[C:23]=1[C:29]1[C:33]([CH2:34][O:1][C:2]2[CH:20]=[CH:19][C:5]3[N:6]=[C:7]([C:9]4[CH:10]=[C:11]([CH:16]=[CH:17][CH:18]=4)[C:12]([O:14][CH3:15])=[O:13])[S:8][C:4]=3[CH:3]=2)=[C:32]([CH:36]([CH3:38])[CH3:37])[O:31][N:30]=1, predict the reactants needed to synthesize it. The reactants are: [OH:1][C:2]1[CH:20]=[CH:19][C:5]2[N:6]=[C:7]([C:9]3[CH:10]=[C:11]([CH:16]=[CH:17][CH:18]=3)[C:12]([O:14][CH3:15])=[O:13])[S:8][C:4]=2[CH:3]=1.[Cl:21][C:22]1[CH:27]=[CH:26][CH:25]=[C:24]([Cl:28])[C:23]=1[C:29]1[C:33]([CH2:34]O)=[C:32]([CH:36]([CH3:38])[CH3:37])[O:31][N:30]=1.C1(P(C2C=CC=CC=2)C2C=CC=CC=2)C=CC=CC=1.N(C(OC(C)C)=O)=NC(OC(C)C)=O. (4) Given the product [CH3:1][O:2][C:3]([C:5]1[C:10]([NH:11][CH2:22][C:19]2[CH:18]=[CH:17][N:16]=[CH:21][CH:20]=2)=[N:25][CH:8]=[CH:7][N:6]=1)=[O:4], predict the reactants needed to synthesize it. The reactants are: [CH3:1][O:2][C:3]([C:5]1[C:10]([NH2:11])=C[CH:8]=[CH:7][N:6]=1)=[O:4].C(O)(=O)C.[N:16]1[CH:21]=[CH:20][C:19]([CH:22]=O)=[CH:18][CH:17]=1.C([BH3-])#[N:25].[Na+]. (5) The reactants are: [S:1]1[CH:5]=[CH:4][CH:3]=[C:2]1[CH2:6][C:7]([OH:9])=O.CN(C(ON1N=NC2C=CC=NC1=2)=[N+](C)C)C.F[P-](F)(F)(F)(F)F.Cl.[CH2:35]([O:37][C:38](=[O:57])[C@H:39]([CH3:56])[CH2:40][C@H:41]([NH2:55])[CH2:42][C:43]1[CH:48]=[CH:47][C:46]([C:49]2[CH:54]=[CH:53][CH:52]=[CH:51][CH:50]=2)=[CH:45][CH:44]=1)[CH3:36].C(N(CC)CC)C. Given the product [CH2:35]([O:37][C:38](=[O:57])[C@H:39]([CH3:56])[CH2:40][C@H:41]([NH:55][C:7](=[O:9])[CH2:6][C:2]1[S:1][CH:5]=[CH:4][CH:3]=1)[CH2:42][C:43]1[CH:44]=[CH:45][C:46]([C:49]2[CH:54]=[CH:53][CH:52]=[CH:51][CH:50]=2)=[CH:47][CH:48]=1)[CH3:36], predict the reactants needed to synthesize it. (6) Given the product [OH:1][C:2]1[CH:7]=[CH:6][C:5]([C:8]2[CH:13]=[CH:12][C:11]([CH:14]=[N:18][OH:19])=[CH:10][C:9]=2[CH3:16])=[CH:4][CH:3]=1, predict the reactants needed to synthesize it. The reactants are: [OH:1][C:2]1[CH:7]=[CH:6][C:5]([C:8]2[CH:13]=[CH:12][C:11]([CH:14]=O)=[CH:10][C:9]=2[CH3:16])=[CH:4][CH:3]=1.Cl.[NH2:18][OH:19].